This data is from Full USPTO retrosynthesis dataset with 1.9M reactions from patents (1976-2016). The task is: Predict the reactants needed to synthesize the given product. (1) The reactants are: [CH2:1]([O:3][C:4]([C:6]1[N:14]([CH3:15])[C:13]2[CH:12]=[C:11](Cl)[N:10]=[N:9][C:8]=2[C:7]=1[OH:17])=[O:5])[CH3:2]. Given the product [CH2:1]([O:3][C:4]([C:6]1[N:14]([CH3:15])[C:13]2[CH:12]=[CH:11][N:10]=[N:9][C:8]=2[C:7]=1[OH:17])=[O:5])[CH3:2], predict the reactants needed to synthesize it. (2) Given the product [Cl:12][C:13]1[CH:21]=[C:20]2[C:16]([C:17]([OH:23])([C:7]3[CH:8]=[CH:9][C:4]([CH:1]([CH3:3])[CH3:2])=[CH:5][CH:6]=3)[C:18](=[O:22])[NH:19]2)=[CH:15][CH:14]=1, predict the reactants needed to synthesize it. The reactants are: [CH:1]([C:4]1[CH:9]=[CH:8][C:7]([Mg]Br)=[CH:6][CH:5]=1)([CH3:3])[CH3:2].[Cl:12][C:13]1[CH:21]=[C:20]2[C:16]([C:17](=[O:23])[C:18](=[O:22])[NH:19]2)=[CH:15][CH:14]=1. (3) Given the product [NH:25]([C:13]1[N:14]=[CH:15][C:16]2[C:17](=[O:18])[N:8]([C:3]3[CH:4]=[CH:5][CH:6]=[CH:7][C:2]=3[Cl:1])[C:9]3[N:10]([CH:22]=[CH:23][N:24]=3)[C:11]=2[N:12]=1)[C:26]1[CH:31]=[CH:30][CH:29]=[CH:28][CH:27]=1, predict the reactants needed to synthesize it. The reactants are: [Cl:1][C:2]1[CH:7]=[CH:6][CH:5]=[CH:4][C:3]=1[N:8]1[C:17](=[O:18])[C:16]2[C:11](=[N:12][C:13](S(C)=O)=[N:14][CH:15]=2)[N:10]2[CH:22]=[CH:23][N:24]=[C:9]12.[NH2:25][C:26]1[CH:31]=[CH:30][CH:29]=[CH:28][CH:27]=1.C([O-])(O)=O.[Na+].[Cl-].[Na+].O. (4) Given the product [CH2:1]([N:8]1[CH2:12][CH:11]2[CH:13]([OH:16])[CH2:14][CH2:15][CH:10]2[CH2:9]1)[C:2]1[CH:3]=[CH:4][CH:5]=[CH:6][CH:7]=1, predict the reactants needed to synthesize it. The reactants are: [CH2:1]([N:8]1[CH2:12][CH:11]2[C:13](=[O:16])[CH2:14][CH2:15][CH:10]2[CH2:9]1)[C:2]1[CH:7]=[CH:6][CH:5]=[CH:4][CH:3]=1.CCC(C)[BH-](C(C)CC)C(C)CC.[Li+].[OH-].[Na+].